Task: Binary Classification. Given a drug SMILES string, predict its activity (active/inactive) in a high-throughput screening assay against a specified biological target.. Dataset: M1 muscarinic receptor antagonist screen with 61,756 compounds (1) The drug is O(c1cc(C2NC(=O)NC(=C2C(=O)C)c2ccccc2)ccc1OCC(O)=O)C. The result is 0 (inactive). (2) The drug is O1c2c(OC1)ccc(c2)C(=O)Nc1cc(OC)c(NC(=O)C(C)C)cc1. The result is 0 (inactive).